Dataset: Catalyst prediction with 721,799 reactions and 888 catalyst types from USPTO. Task: Predict which catalyst facilitates the given reaction. (1) Reactant: [Si](OCC[N:11]1[C:23]2[C:22]3[N:21]=[CH:20][CH:19]=[CH:18][C:17]=3[N:16]=[CH:15][C:14]=2[N:13]=[C:12]1[CH2:24][O:25][CH2:26][CH3:27])(C(C)(C)C)(C)C.ClC1C=CC=C(C(OO)=[O:36])C=1.C([O-])([O-])=O.[Na+].[Na+]. Product: [CH2:26]([O:25][CH2:24][C:12]1[NH:11][C:23]2[C:22]3[N:21]=[CH:20][CH:19]=[CH:18][C:17]=3[N+:16]([O-:36])=[CH:15][C:14]=2[N:13]=1)[CH3:27]. The catalyst class is: 2. (2) Reactant: [Cl:1][C:2]1[CH:10]=[C:9]2[C:5]([CH:6]=[C:7]([C:18](OCC)=[O:19])[N:8]2[C:11]2[CH:16]=[CH:15][CH:14]=[C:13]([F:17])[CH:12]=2)=[CH:4][CH:3]=1.[AlH4-].[Li+]. Product: [Cl:1][C:2]1[CH:10]=[C:9]2[C:5]([CH:6]=[C:7]([CH2:18][OH:19])[N:8]2[C:11]2[CH:16]=[CH:15][CH:14]=[C:13]([F:17])[CH:12]=2)=[CH:4][CH:3]=1. The catalyst class is: 7. (3) Reactant: [CH3:1][C:2]([O-])([CH3:4])[CH3:3].[K+].[C:7]([C:10]1[C:18]2[C:13](=[CH:14][CH:15]=[CH:16][CH:17]=2)[NH:12][CH:11]=1)(=[O:9])[CH3:8].[C:19]1(C)[C:20]([S:25](Cl)(=[O:27])=[O:26])=[CH:21]C=CC=1.C(OC(C)=O)C.O. Product: [C:2]1([CH3:4])[CH:3]=[CH:21][C:20]([S:25]([N:12]2[C:13]3[C:18](=[CH:17][CH:16]=[CH:15][CH:14]=3)[C:10]([C:7](=[O:9])[CH3:8])=[CH:11]2)(=[O:27])=[O:26])=[CH:19][CH:1]=1. The catalyst class is: 3. (4) Reactant: O.[OH-].[Li+].[O:4]([CH:11]1[CH2:20][CH2:19][CH2:18][C:17]2[CH:16]=[C:15]([C:21]([O:23]C)=[O:22])[CH:14]=[CH:13][C:12]1=2)[C:5]1[CH:10]=[CH:9][CH:8]=[CH:7][CH:6]=1.O1CCCC1.CO. Product: [O:4]([CH:11]1[CH2:20][CH2:19][CH2:18][C:17]2[CH:16]=[C:15]([C:21]([OH:23])=[O:22])[CH:14]=[CH:13][C:12]1=2)[C:5]1[CH:10]=[CH:9][CH:8]=[CH:7][CH:6]=1. The catalyst class is: 6. (5) Product: [F:21][C:18]1[C:17]([C:22]2[CH:27]=[CH:26][CH:25]=[CH:24][CH:23]=2)=[C:16]([CH3:28])[C:15]([C:29]#[N:30])=[C:14]2[C:19]=1[O:20][C:41]([C:40]1[CH:39]=[CH:38][CH:37]=[CH:36][C:35]=1[OH:34])=[N:13]2. Reactant: C(N(C(C)C)CC)(C)C.ClCCl.[NH2:13][C:14]1[C:19]([OH:20])=[C:18]([F:21])[C:17]([C:22]2[CH:27]=[CH:26][CH:25]=[CH:24][CH:23]=2)=[C:16]([CH3:28])[C:15]=1[C:29]#[N:30].CC([O:34][C:35]1[C:40]([C:41](Cl)=O)=[CH:39][CH:38]=[CH:37][CH:36]=1)=O. The catalyst class is: 6. (6) Reactant: Br[C:2]1[CH:7]=[C:6](Br)[CH:5]=[C:4]([Br:9])[CH:3]=1.[C:10]1(B(O)O)[CH:15]=[CH:14][CH:13]=[CH:12][CH:11]=1.[C:19]1(C)[CH:24]=[CH:23][CH:22]=[CH:21][CH:20]=1.C(=O)([O-])[O-].[Na+].[Na+]. Product: [Br:9][C:4]1[CH:3]=[C:2]([C:10]2[CH:15]=[CH:14][CH:13]=[CH:12][CH:11]=2)[CH:7]=[C:6]([C:19]2[CH:24]=[CH:23][CH:22]=[CH:21][CH:20]=2)[CH:5]=1. The catalyst class is: 189. (7) Reactant: [C:1]([O:5][C:6]([N:8]([CH:22]([CH3:24])[CH3:23])[CH2:9][CH:10]([C:15]1[CH:20]=[CH:19][C:18]([Cl:21])=[CH:17][CH:16]=1)[C:11]([O:13]C)=[O:12])=[O:7])([CH3:4])([CH3:3])[CH3:2].C[Si](C)(C)[O-].[K+:30]. Product: [C:1]([O:5][C:6]([N:8]([CH:22]([CH3:24])[CH3:23])[CH2:9][CH:10]([C:15]1[CH:20]=[CH:19][C:18]([Cl:21])=[CH:17][CH:16]=1)[C:11]([O-:13])=[O:12])=[O:7])([CH3:3])([CH3:4])[CH3:2].[K+:30]. The catalyst class is: 1. (8) Reactant: C([O:5][C:6](=[O:41])[CH2:7][C:8]1[CH:9]=[N:10][C:11]([N:15]2[CH2:20][CH2:19][N:18]([C:21]3[CH:26]=[C:25]([C:27]4[CH:32]=[CH:31][C:30]([F:33])=[CH:29][CH:28]=4)[N:24]=[C:23]([N:34]4[CH2:38][CH2:37][CH2:36][C@H:35]4[CH3:39])[N:22]=3)[C@H:17]([CH3:40])[CH2:16]2)=[C:12]([CH3:14])[CH:13]=1)(C)(C)C.C(O)(C(F)(F)F)=O. Product: [F:33][C:30]1[CH:29]=[CH:28][C:27]([C:25]2[N:24]=[C:23]([N:34]3[CH2:38][CH2:37][CH2:36][C@H:35]3[CH3:39])[N:22]=[C:21]([N:18]3[CH2:19][CH2:20][N:15]([C:11]4[N:10]=[CH:9][C:8]([CH2:7][C:6]([OH:41])=[O:5])=[CH:13][C:12]=4[CH3:14])[CH2:16][C@H:17]3[CH3:40])[CH:26]=2)=[CH:32][CH:31]=1. The catalyst class is: 2.